This data is from Forward reaction prediction with 1.9M reactions from USPTO patents (1976-2016). The task is: Predict the product of the given reaction. (1) The product is: [CH3:9][C:4]1([C:7]#[N:8])[CH2:5][CH2:6][S:1][CH2:2][CH2:3]1. Given the reactants [S:1]1[CH2:6][CH2:5][CH:4]([C:7]#[N:8])[CH2:3][CH2:2]1.[CH3:9][Si]([N-][Si](C)(C)C)(C)C.[Li+].IC, predict the reaction product. (2) Given the reactants [NH2:1][C:2]1[C:3]([CH:31]2[CH2:36][CH2:35][N:34]([CH3:37])[CH2:33][CH2:32]2)=[CH:4][C:5]([O:29][CH3:30])=[C:6]([NH:8][C:9]2[N:14]=[C:13]([NH:15][C:16]3[CH:21]=[CH:20][CH:19]=[CH:18][C:17]=3[S:22]([CH:25]([CH3:27])[CH3:26])(=[O:24])=[O:23])[C:12]([Cl:28])=[CH:11][N:10]=2)[CH:7]=1.CCN(C(C)C)C(C)C.[C:47](Cl)(=[O:50])[CH:48]=[CH2:49], predict the reaction product. The product is: [Cl:28][C:12]1[C:13]([NH:15][C:16]2[CH:21]=[CH:20][CH:19]=[CH:18][C:17]=2[S:22]([CH:25]([CH3:27])[CH3:26])(=[O:23])=[O:24])=[N:14][C:9]([NH:8][C:6]2[C:5]([O:29][CH3:30])=[CH:4][C:3]([CH:31]3[CH2:32][CH2:33][N:34]([CH3:37])[CH2:35][CH2:36]3)=[C:2]([NH:1][C:47](=[O:50])[CH:48]=[CH2:49])[CH:7]=2)=[N:10][CH:11]=1. (3) The product is: [CH:1]1([CH2:4][C@@H:5]2[N:10]([C:27]([C@@H:25]3[CH2:26][C@H:24]3[C:18]3[CH:23]=[CH:22][CH:21]=[CH:20][CH:19]=3)=[O:28])[CH2:9][C@H:8]([C:11]3[CH:12]=[CH:13][CH:14]=[CH:15][CH:16]=3)[NH:7][C:6]2=[O:17])[CH2:2][CH2:3]1. Given the reactants [CH:1]1([CH2:4][C@@H:5]2[NH:10][CH2:9][C@H:8]([C:11]3[CH:16]=[CH:15][CH:14]=[CH:13][CH:12]=3)[NH:7][C:6]2=[O:17])[CH2:3][CH2:2]1.[C:18]1([C@@H:24]2[CH2:26][C@H:25]2[C:27](O)=[O:28])[CH:23]=[CH:22][CH:21]=[CH:20][CH:19]=1.C([C@@H]1N(C([C@@H]2C[C@H]2C2C=CC=CC=2)=O)C[C@H](CC(C)C)NC1=O)C(C)C, predict the reaction product. (4) Given the reactants [CH:1]1([CH2:4][NH:5][C:6]2[CH:7]=[C:8]([C:14]#[N:15])[C:9]([C:12]#[N:13])=[CH:10][CH:11]=2)[CH2:3][CH2:2]1.Br[CH:17]([CH2:25][CH3:26])[C:18]([O:20][C:21]([CH3:24])([CH3:23])[CH3:22])=[O:19], predict the reaction product. The product is: [CH:1]1([CH2:4][N:5]([C:6]2[CH:11]=[CH:10][C:9]([C:12]#[N:13])=[C:8]([C:14]#[N:15])[CH:7]=2)[CH:17]([CH2:25][CH3:26])[C:18]([O:20][C:21]([CH3:24])([CH3:23])[CH3:22])=[O:19])[CH2:2][CH2:3]1. (5) Given the reactants [CH:1]#[C:2][CH:3]([OH:9])[CH2:4][CH2:5][CH2:6][CH2:7][CH3:8].C(N(CC)CC)C.[C:17](OC(=O)C)(=[O:19])[CH3:18], predict the reaction product. The product is: [C:17]([O:9][CH:3]([CH2:4][CH2:5][CH2:6][CH2:7][CH3:8])[C:2]#[CH:1])(=[O:19])[CH3:18]. (6) Given the reactants CS([C:5]1[N:10]=[CH:9][C:8]([C:11]#[C:12][C:13]2[CH:18]=[CH:17][CH:16]=[CH:15][CH:14]=2)=[CH:7][N:6]=1)(=O)=O.[O:19]1[CH2:24][CH2:23][CH:22]([NH2:25])[CH2:21][CH2:20]1, predict the reaction product. The product is: [C:13]1([C:12]#[C:11][C:8]2[CH:7]=[N:6][C:5]([NH:25][CH:22]3[CH2:23][CH2:24][O:19][CH2:20][CH2:21]3)=[N:10][CH:9]=2)[CH:18]=[CH:17][CH:16]=[CH:15][CH:14]=1. (7) Given the reactants C(OC([N:8]1[CH2:13][CH2:12][CH:11]([C:14]([N:16]2[CH2:20][CH:19]([C:21]3[CH:26]=[CH:25][C:24]([Cl:27])=[C:23]([Cl:28])[CH:22]=3)[CH:18]([CH:29]([O:31][C:32]3[CH:37]=[CH:36][C:35]([C:38]#[N:39])=[CH:34][N:33]=3)[CH3:30])[CH2:17]2)=[O:15])[CH2:10][CH2:9]1)=O)(C)(C)C.C(O)(C(F)(F)F)=O, predict the reaction product. The product is: [Cl:28][C:23]1[CH:22]=[C:21]([CH:19]2[CH2:20][N:16]([C:14]([CH:11]3[CH2:12][CH2:13][NH:8][CH2:9][CH2:10]3)=[O:15])[CH2:17][CH:18]2[CH:29]([O:31][C:32]2[CH:37]=[CH:36][C:35]([C:38]#[N:39])=[CH:34][N:33]=2)[CH3:30])[CH:26]=[CH:25][C:24]=1[Cl:27]. (8) Given the reactants [CH2:1]([NH:3][C:4](=[O:26])[NH:5][C:6]1[N:11]=[CH:10][C:9](B(O)O)=[C:8]([C:15]2[S:16][CH:17]=[C:18]([C:20]3[CH:25]=[CH:24][CH:23]=[CH:22][CH:21]=3)[N:19]=2)[CH:7]=1)[CH3:2].CC1(C)C(C)(C)OB([C:35]2[CH:36]=[N:37][CH:38]=[C:39]([CH:45]=2)[C:40]([O:42][CH2:43][CH3:44])=[O:41])O1.C(=O)([O-])[O-].[Cs+].[Cs+], predict the reaction product. The product is: [CH2:1]([NH:3][C:4]([NH:5][C:6]1[N:11]=[CH:10][C:9]([C:35]2[CH:36]=[N:37][CH:38]=[C:39]([C:40]([O:42][CH2:43][CH3:44])=[O:41])[CH:45]=2)=[C:8]([C:15]2[S:16][CH:17]=[C:18]([C:20]3[CH:25]=[CH:24][CH:23]=[CH:22][CH:21]=3)[N:19]=2)[CH:7]=1)=[O:26])[CH3:2]. (9) The product is: [CH3:37][C:38]1[N:4]2[CH:5]=[CH:6][C:7]3[CH:8]=[C:9]([C:31]4[CH:36]=[CH:35][CH:34]=[CH:33][CH:32]=4)[C:10]([C:13]4[CH:18]=[CH:17][C:16]([C:19]5([NH2:23])[CH2:22][CH2:21][CH2:20]5)=[CH:15][CH:14]=4)=[N:11][C:12]=3[C:3]2=[N:1][N:2]=1. Given the reactants [NH:1]([C:3]1[N:4]=[CH:5][CH:6]=[C:7]2[C:12]=1[N:11]=[C:10]([C:13]1[CH:18]=[CH:17][C:16]([C:19]3([NH:23]C(=O)OC(C)(C)C)[CH2:22][CH2:21][CH2:20]3)=[CH:15][CH:14]=1)[C:9]([C:31]1[CH:36]=[CH:35][CH:34]=[CH:33][CH:32]=1)=[CH:8]2)[NH2:2].[C:37](O)(=O)[CH3:38].C1C=CC2N(O)N=NC=2C=1.CCN(C(C)C)C(C)C.C(Cl)CCl, predict the reaction product. (10) Given the reactants C1(P(C2C=CC=CC=2)C2C=CC=CC=2)C=CC=CC=1.[N:20]([CH2:23][CH2:24][CH2:25][C:26]1[C:34]2[C:29](=[C:30]([Cl:51])[CH:31]=[CH:32][C:33]=2[NH:35][C:36]2[C:44]3[C:39](=[CH:40][N:41]=[CH:42][CH:43]=3)[O:38][C:37]=2[C:45]2[N:50]=[CH:49][CH:48]=[CH:47][N:46]=2)[N:28]([C:52]([O:54][C:55]([CH3:58])([CH3:57])[CH3:56])=[O:53])[N:27]=1)=[N+]=[N-], predict the reaction product. The product is: [NH2:20][CH2:23][CH2:24][CH2:25][C:26]1[C:34]2[C:29](=[C:30]([Cl:51])[CH:31]=[CH:32][C:33]=2[NH:35][C:36]2[C:44]3[C:39](=[CH:40][N:41]=[CH:42][CH:43]=3)[O:38][C:37]=2[C:45]2[N:46]=[CH:47][CH:48]=[CH:49][N:50]=2)[N:28]([C:52]([O:54][C:55]([CH3:58])([CH3:57])[CH3:56])=[O:53])[N:27]=1.